This data is from Forward reaction prediction with 1.9M reactions from USPTO patents (1976-2016). The task is: Predict the product of the given reaction. (1) Given the reactants [F:1][C:2]1[CH:7]=[C:6]([F:8])[CH:5]=[CH:4][C:3]=1[C:9]1([C:23]2[CH:28]=[CH:27][C:26]([F:29])=[CH:25][C:24]=2[F:30])[O:13][C:12]2[CH:14]=[C:15]([F:22])[C:16]([S:18](Cl)(=[O:20])=[O:19])=[CH:17][C:11]=2[O:10]1.[NH:31]1[CH2:35][CH2:34][CH2:33][CH2:32]1, predict the reaction product. The product is: [F:1][C:2]1[CH:7]=[C:6]([F:8])[CH:5]=[CH:4][C:3]=1[C:9]1([C:23]2[CH:28]=[CH:27][C:26]([F:29])=[CH:25][C:24]=2[F:30])[O:13][C:12]2[CH:14]=[C:15]([F:22])[C:16]([S:18]([N:31]3[CH2:35][CH2:34][CH2:33][CH2:32]3)(=[O:20])=[O:19])=[CH:17][C:11]=2[O:10]1. (2) Given the reactants [CH3:1][O:2][C:3]1[CH:8]=[CH:7][C:6]([C@@H:9]([NH:11][C@@H:12]2[C:21]3[N:20]=[CH:19][CH:18]=[CH:17][C:16]=3[CH2:15][CH2:14][C@@H:13]2[CH2:22][CH2:23][C:24](OCC)=[O:25])[CH3:10])=[CH:5][CH:4]=1.[H-].[Al+3].[Li+].[H-].[H-].[H-], predict the reaction product. The product is: [CH3:1][O:2][C:3]1[CH:8]=[CH:7][C:6]([C@@H:9]([NH:11][C@@H:12]2[C:21]3[N:20]=[CH:19][CH:18]=[CH:17][C:16]=3[CH2:15][CH2:14][C@@H:13]2[CH2:22][CH2:23][CH2:24][OH:25])[CH3:10])=[CH:5][CH:4]=1. (3) Given the reactants Br[C:2]1[C:3]([O:12][CH3:13])=[CH:4][C:5]([O:10][CH3:11])=[C:6]([CH:9]=1)[CH:7]=[O:8].[S:14]1[CH:18]=[CH:17][CH:16]=[C:15]1B(O)O.C1COCC1.[F-].[K+], predict the reaction product. The product is: [CH3:11][O:10][C:5]1[CH:4]=[C:3]([O:12][CH3:13])[C:2]([C:15]2[S:14][CH:18]=[CH:17][CH:16]=2)=[CH:9][C:6]=1[CH:7]=[O:8]. (4) Given the reactants [Cl:1][C:2]1[CH:11]=[C:10]2[C:5]([CH:6]=[CH:7][CH:8]=[C:9]2[O:12]C)=[CH:4][C:3]=1[O:14]C.B(Br)(Br)Br.[OH-].[Na+], predict the reaction product. The product is: [Cl:1][C:2]1[CH:11]=[C:10]2[C:5]([CH:6]=[CH:7][CH:8]=[C:9]2[OH:12])=[CH:4][C:3]=1[OH:14]. (5) Given the reactants [C:1]([C:4]1[CH:12]=[C:8]([C:9](O)=[O:10])[C:7]([NH2:13])=[CH:6][CH:5]=1)([OH:3])=[O:2].[CH:14]([O-])([O-])OC.C([O-])(=O)C.[NH4+:23].Cl, predict the reaction product. The product is: [C:1]([C:4]1[CH:12]=[C:8]2[C:7](=[CH:6][CH:5]=1)[N:13]=[CH:14][NH:23][C:9]2=[O:10])([OH:3])=[O:2]. (6) Given the reactants [CH3:1][O:2][C:3]1[CH:8]=[CH:7][C:6]([CH:9]([OH:16])[C:10]#[C:11][C:12]([CH3:15])([OH:14])[CH3:13])=[CH:5][CH:4]=1.CC(OI1(OC(C)=O)(OC(C)=O)OC(=O)C2C=CC=CC1=2)=O, predict the reaction product. The product is: [OH:14][C:12]([CH3:15])([CH3:13])[C:11]#[C:10][C:9]([C:6]1[CH:5]=[CH:4][C:3]([O:2][CH3:1])=[CH:8][CH:7]=1)=[O:16]. (7) Given the reactants [C:1]12([NH:11][CH2:12][C:13]3[CH:18]=[CH:17][C:16](Br)=[CH:15][N:14]=3)[CH2:10][CH:5]3[CH2:6][CH:7]([CH2:9][CH:3]([CH2:4]3)[CH2:2]1)[CH2:8]2.[S:20]1[CH:24]=[CH:23][CH:22]=[C:21]1B(O)O, predict the reaction product. The product is: [C:1]12([NH:11][CH2:12][C:13]3[CH:18]=[CH:17][C:16]([C:21]4[S:20][CH:24]=[CH:23][CH:22]=4)=[CH:15][N:14]=3)[CH2:10][CH:5]3[CH2:6][CH:7]([CH2:9][CH:3]([CH2:4]3)[CH2:2]1)[CH2:8]2.